Predict which catalyst facilitates the given reaction. From a dataset of Catalyst prediction with 721,799 reactions and 888 catalyst types from USPTO. (1) Reactant: Cl[C:2]1[C:11]2=[N:12][N:13](CC3C=CC(OC)=CC=3)[CH:14]=[C:10]2[C:9]2[CH:8]=[CH:7][C:6]([O:24][CH3:25])=[CH:5][C:4]=2[N:3]=1.[NH2:26][C:27]1[CH:32]=[CH:31][C:30]([NH:33][C:34]([NH:36][C:37]2[CH:38]=[C:39]([CH3:43])[CH:40]=[CH:41][CH:42]=2)=[O:35])=[CH:29][CH:28]=1.Cl. Product: [CH3:25][O:24][C:6]1[CH:7]=[CH:8][C:9]2[C:10]3[C:11](=[N:12][NH:13][CH:14]=3)[C:2]([NH:26][C:27]3[CH:28]=[CH:29][C:30]([NH:33][C:34]([NH:36][C:37]4[CH:38]=[C:39]([CH3:43])[CH:40]=[CH:41][CH:42]=4)=[O:35])=[CH:31][CH:32]=3)=[N:3][C:4]=2[CH:5]=1. The catalyst class is: 71. (2) Reactant: [N:1]([CH2:4][C:5]1[CH:10]=[CH:9][C:8]([Cl:11])=[CH:7][C:6]=1[O:12][CH3:13])=[N+]=[N-].C1(P(C2C=CC=CC=2)C2C=CC=CC=2)C=CC=CC=1.O.Cl. Product: [Cl:11][C:8]1[CH:9]=[CH:10][C:5]([CH2:4][NH2:1])=[C:6]([O:12][CH3:13])[CH:7]=1. The catalyst class is: 1.